Predict the reactants needed to synthesize the given product. From a dataset of Full USPTO retrosynthesis dataset with 1.9M reactions from patents (1976-2016). (1) The reactants are: [CH2:1]([N:8]([CH2:28][C:29]1[CH:34]=[CH:33][CH:32]=[CH:31][CH:30]=1)[C@H:9]1[CH2:18][C:17]2[C:12](=[CH:13][CH:14]=[CH:15][C:16]=2B2OC(C)(C)C(C)(C)O2)[O:11][CH2:10]1)[C:2]1[CH:7]=[CH:6][CH:5]=[CH:4][CH:3]=1.Br[C:36]1[CH:37]=[N:38][C:39]([O:46][CH3:47])=[C:40]([CH:45]=1)[C:41]([NH:43][CH3:44])=[O:42]. Given the product [CH2:28]([N:8]([CH2:1][C:2]1[CH:7]=[CH:6][CH:5]=[CH:4][CH:3]=1)[C@H:9]1[CH2:18][C:17]2[C:12](=[CH:13][CH:14]=[CH:15][C:16]=2[C:36]2[CH:37]=[N:38][C:39]([O:46][CH3:47])=[C:40]([CH:45]=2)[C:41]([NH:43][CH3:44])=[O:42])[O:11][CH2:10]1)[C:29]1[CH:30]=[CH:31][CH:32]=[CH:33][CH:34]=1, predict the reactants needed to synthesize it. (2) Given the product [CH2:31]([CH:5]([CH:6]1[C:18]2[C:13](=[CH:14][CH:15]=[CH:16][CH:17]=2)[C:12]2[C:7]1=[CH:8][CH:9]=[CH:10][CH:11]=2)[O:4][C:2]([OH:20])=[O:3])[CH:27]=[CH2:28], predict the reactants needed to synthesize it. The reactants are: Cl[C:2]([O:4][CH2:5][CH:6]1[C:18]2[CH:17]=[CH:16][CH:15]=[CH:14][C:13]=2[C:12]2[C:7]1=[CH:8][CH:9]=[CH:10][CH:11]=2)=[O:3].N[OH:20].C([O-])([O-])=O.[Na+].[Na+].[CH2:27]1[CH2:31]OC[CH2:28]1. (3) Given the product [N+:15]([C:14]1[CH:13]=[C:8]([C:9]([O:11][CH3:12])=[O:10])[CH:7]=[C:6]2[C:5]=1[NH:4][CH2:3][CH2:2][NH:18]2)([O-:17])=[O:16], predict the reactants needed to synthesize it. The reactants are: Cl[CH2:2][CH2:3][NH:4][C:5]1[C:14]([N+:15]([O-:17])=[O:16])=[CH:13][C:8]([C:9]([O:11][CH3:12])=[O:10])=[CH:7][C:6]=1[N+:18]([O-])=O.